From a dataset of Forward reaction prediction with 1.9M reactions from USPTO patents (1976-2016). Predict the product of the given reaction. (1) Given the reactants CCCCCC.[C:7]([P:11]([C:16]([CH3:19])([CH3:18])[CH3:17])[CH2:12][CH:13]=[CH:14][CH3:15])([CH3:10])([CH3:9])[CH3:8].[F:20][B-:21]([F:24])([F:23])[F:22].[H+], predict the reaction product. The product is: [F:20][B-:21]([F:24])([F:23])[F:22].[C:16]([PH+:11]([C:7]([CH3:8])([CH3:10])[CH3:9])[CH2:12][CH:13]=[CH:14][CH3:15])([CH3:17])([CH3:18])[CH3:19]. (2) Given the reactants [Cl:1][C:2]1[CH:7]=[CH:6][C:5]([CH:8]2[CH2:13][CH:12]([C:14]([OH:16])=O)[CH2:11][CH2:10][N:9]2[C:17]([O:19][CH3:20])=[O:18])=[C:4]([F:21])[CH:3]=1.N1(C(N2C=CN=C2)=O)C=CN=C1.[CH2:34]([O:36][C:37](=[O:42])[CH2:38][C:39]([O-:41])=O)[CH3:35].[K+].[Cl-].[Mg+2].[Cl-].Cl, predict the reaction product. The product is: [Cl:1][C:2]1[CH:7]=[CH:6][C:5]([C@H:8]2[CH2:13][C@H:12]([C:14](=[O:16])[CH2:38][C:37]([O:36][CH2:34][CH3:35])=[O:42])[CH2:11][CH2:10][N:9]2[C:17]([O:19][CH3:20])=[O:18])=[C:4]([F:21])[CH:3]=1.[Cl:1][C:2]1[CH:7]=[CH:6][C:5]([C@H:8]2[CH2:13][C@@H:12]([C:39](=[O:41])[CH2:38][C:37]([O:36][CH2:34][CH3:35])=[O:42])[CH2:11][CH2:10][N:9]2[C:17]([O:19][CH3:20])=[O:18])=[C:4]([F:21])[CH:3]=1.